Dataset: Full USPTO retrosynthesis dataset with 1.9M reactions from patents (1976-2016). Task: Predict the reactants needed to synthesize the given product. Given the product [CH:15]([C:2]1[C:7]([C:8]2[O:9][C:10]([CH3:13])=[CH:11][N:12]=2)=[CH:6][CH:5]=[C:4]([CH3:14])[N:3]=1)=[CH2:16], predict the reactants needed to synthesize it. The reactants are: Cl[C:2]1[C:7]([C:8]2[O:9][C:10]([CH3:13])=[CH:11][N:12]=2)=[CH:6][CH:5]=[C:4]([CH3:14])[N:3]=1.[CH2:15]([Sn](CCCC)(CCCC)C=C)[CH2:16]CC.